The task is: Predict the product of the given reaction.. This data is from Forward reaction prediction with 1.9M reactions from USPTO patents (1976-2016). (1) Given the reactants [Br:1][C:2]1[CH:3]=[C:4]([CH:7]=[CH:8][C:9]=1[F:10])[CH:5]=O.[C:11]([Si:15]([CH3:30])([CH3:29])[O:16][CH2:17][CH2:18]OC1C=CC(I)=CC=1C=O)(C)(C)C.C[Si]([NH:35][Si](C)(C)C)(C)C.C([Li])CCC.C[Si](Cl)(C)C.C(N(CC)CC)C.C(Cl)(=O)C, predict the reaction product. The product is: [Br:1][C:2]1[CH:3]=[C:4]([CH:5]=[N:35][C:17]([O:16][Si:15]([CH3:30])([CH3:29])[CH3:11])=[CH2:18])[CH:7]=[CH:8][C:9]=1[F:10]. (2) Given the reactants [CH3:1][O:2][C:3]1[CH:30]=[CH:29][C:6]([CH2:7][NH:8][C:9]([C:11]2([CH2:24][CH2:25][CH2:26][CH2:27]Br)[C:23]3[CH:22]=[CH:21][CH:20]=[CH:19][C:18]=3[C:17]3[C:12]2=[CH:13][CH:14]=[CH:15][CH:16]=3)=[O:10])=[CH:5][CH:4]=1.[Cl:31][C:32]1[CH:41]=[CH:40][CH:39]=[C:38]2[C:33]=1[CH:34]=[CH:35][C:36]([N:42]1[CH2:47][C@H:46]([CH3:48])[NH:45][C@H:44]([CH3:49])[CH2:43]1)=[N:37]2, predict the reaction product. The product is: [CH3:1][O:2][C:3]1[CH:30]=[CH:29][C:6]([CH2:7][NH:8][C:9]([C:11]2([CH2:24][CH2:25][CH2:26][CH2:27][N:45]3[C@H:46]([CH3:48])[CH2:47][N:42]([C:36]4[CH:35]=[CH:34][C:33]5[C:38](=[CH:39][CH:40]=[CH:41][C:32]=5[Cl:31])[N:37]=4)[CH2:43][C@@H:44]3[CH3:49])[C:23]3[CH:22]=[CH:21][CH:20]=[CH:19][C:18]=3[C:17]3[C:12]2=[CH:13][CH:14]=[CH:15][CH:16]=3)=[O:10])=[CH:5][CH:4]=1.